From a dataset of Retrosynthesis with 50K atom-mapped reactions and 10 reaction types from USPTO. Predict the reactants needed to synthesize the given product. (1) Given the product CCCCCCCC(=O)NNC(=O)c1ccc(CO[Si](C)(C)C(C)(C)C)cc1, predict the reactants needed to synthesize it. The reactants are: CC(C)(C)[Si](C)(C)OCc1ccc(C(=O)NN)cc1.CCCCCCCC(=O)Cl. (2) Given the product CC(C)[C@@H](NC(=O)NCC(C)(C)OC(=O)OCCN1CCOCC1)C(=O)N1CC[C@](O)(c2ccc(Cl)cc2)C(C)(C)C1, predict the reactants needed to synthesize it. The reactants are: C1COCCN1.CC(C)[C@@H](NC(=O)NCC(C)(C)OC(=O)OCCBr)C(=O)N1CC[C@](O)(c2ccc(Cl)cc2)C(C)(C)C1. (3) Given the product O=C(O)c1c2n(c3cc(Br)c(F)cc3c1=O)CCS2, predict the reactants needed to synthesize it. The reactants are: CCOC(=O)c1c2n(c3cc(Br)c(F)cc3c1=O)CCS2.